From a dataset of Peptide-MHC class II binding affinity with 134,281 pairs from IEDB. Regression. Given a peptide amino acid sequence and an MHC pseudo amino acid sequence, predict their binding affinity value. This is MHC class II binding data. (1) The peptide sequence is QIGNRPGPSRGVQGF. The MHC is DRB5_0101 with pseudo-sequence DRB5_0101. The binding affinity (normalized) is 0.446. (2) The peptide sequence is SGIAFGSMAKKGDEQ. The MHC is HLA-DPA10201-DPB10501 with pseudo-sequence HLA-DPA10201-DPB10501. The binding affinity (normalized) is 0.227. (3) The peptide sequence is GNCTTNILEAKYWCP. The MHC is DRB1_1301 with pseudo-sequence DRB1_1301. The binding affinity (normalized) is 0.412. (4) The peptide sequence is SAVIGTLAAAMFGAV. The MHC is DRB1_1302 with pseudo-sequence DRB1_1302. The binding affinity (normalized) is 0.513. (5) The peptide sequence is DQYKDLCHMHTGVVV. The MHC is DRB5_0101 with pseudo-sequence DRB5_0101. The binding affinity (normalized) is 0.470. (6) The peptide sequence is GGACGYKDVDKPPFS. The MHC is DRB1_0101 with pseudo-sequence DRB1_0101. The binding affinity (normalized) is 0.0971. (7) The MHC is DRB3_0101 with pseudo-sequence DRB3_0101. The binding affinity (normalized) is 0.0479. The peptide sequence is LGHRDALEDDLLNRN.